From a dataset of Full USPTO retrosynthesis dataset with 1.9M reactions from patents (1976-2016). Predict the reactants needed to synthesize the given product. The reactants are: C(N1C=CN=C1)(N1C=CN=C1)=O.[CH3:13][O:14][CH2:15][CH2:16][C:17]([OH:19])=O.[CH2:20]([NH:22][CH2:23][C:24]1[CH:29]=[CH:28][CH:27]=[CH:26][CH:25]=1)[CH3:21]. Given the product [CH2:20]([N:22]([CH2:23][C:24]1[CH:29]=[CH:28][CH:27]=[CH:26][CH:25]=1)[C:17](=[O:19])[CH2:16][CH2:15][O:14][CH3:13])[CH3:21], predict the reactants needed to synthesize it.